From a dataset of Forward reaction prediction with 1.9M reactions from USPTO patents (1976-2016). Predict the product of the given reaction. (1) Given the reactants [F:1][C:2]([F:20])([F:19])[C:3]([N:5]1[CH2:11][CH:10]([CH3:12])[C:9]2[CH:13]=[CH:14][C:15]([O:17][CH3:18])=[CH:16][C:8]=2[CH2:7][CH2:6]1)=[O:4].C([O-])([O-])=O.[Ca+2].[I:26]Cl, predict the reaction product. The product is: [F:20][C:2]([F:1])([F:19])[C:3]([N:5]1[CH2:11][CH:10]([CH3:12])[C:9]2[CH:13]=[C:14]([I:26])[C:15]([O:17][CH3:18])=[CH:16][C:8]=2[CH2:7][CH2:6]1)=[O:4]. (2) Given the reactants [C:1](Cl)(=[O:3])[CH3:2].[CH:5]1([C:11]2[C:12]3[CH:13]=[CH:14][C:15]4[C:16](=[O:57])[NH:17][CH2:18][CH2:19][CH:20]=[CH:21][CH2:22][CH2:23][NH:24][C:25](=[O:56])[CH2:26][N:27]([C:54]=3[CH:55]=4)[C:28]=2[C:29]2[CH:34]=[CH:33][C:32]([O:35][CH2:36][C:37]3[CH:42]=[C:41]([NH2:43])[CH:40]=[CH:39][C:38]=3[N:44]3[CH2:49][CH2:48][N:47]([S:50]([CH3:53])(=[O:52])=[O:51])[CH2:46][CH2:45]3)=[CH:31][CH:30]=2)[CH2:10][CH2:9][CH2:8][CH2:7][CH2:6]1.CCN(C(C)C)C(C)C, predict the reaction product. The product is: [CH:5]1([C:11]2[C:12]3[CH:13]=[CH:14][C:15]4[C:16](=[O:57])[NH:17][CH2:18][CH2:19][CH:20]=[CH:21][CH2:22][CH2:23][NH:24][C:25](=[O:56])[CH2:26][N:27]([C:54]=3[CH:55]=4)[C:28]=2[C:29]2[CH:34]=[CH:33][C:32]([O:35][CH2:36][C:37]3[CH:42]=[C:41]([NH:43][C:1](=[O:3])[CH3:2])[CH:40]=[CH:39][C:38]=3[N:44]3[CH2:45][CH2:46][N:47]([S:50]([CH3:53])(=[O:51])=[O:52])[CH2:48][CH2:49]3)=[CH:31][CH:30]=2)[CH2:6][CH2:7][CH2:8][CH2:9][CH2:10]1. (3) Given the reactants Br[C:2]1[CH:7]=[CH:6][C:5]([CH:8]2[C:13]3[C:14](=[O:17])[CH2:15][CH2:16][C:12]=3[N:11]([C:18]3[CH:23]=[CH:22][CH:21]=[C:20]([C:24]([F:27])([F:26])[F:25])[CH:19]=3)[C:10](=[O:28])[NH:9]2)=[C:4]([S:29]([CH3:32])(=[O:31])=[O:30])[CH:3]=1.O.[CH3:34][N:35](C=O)C, predict the reaction product. The product is: [O:28]=[C:10]1[NH:9][CH:8]([C:5]2[CH:6]=[CH:7][C:2]([C:34]#[N:35])=[CH:3][C:4]=2[S:29]([CH3:32])(=[O:31])=[O:30])[C:13]2[C:14](=[O:17])[CH2:15][CH2:16][C:12]=2[N:11]1[C:18]1[CH:23]=[CH:22][CH:21]=[C:20]([C:24]([F:27])([F:26])[F:25])[CH:19]=1. (4) Given the reactants [CH:1]1([OH:5])[CH2:4][CH2:3][CH2:2]1.ClC(Cl)(O[C:10](=[O:16])OC(Cl)(Cl)Cl)Cl.C(N(CC)C(C)C)(C)C.[Br:27][C:28]1[CH:29]=[C:30]2[C:35](=[CH:36][CH:37]=1)[N:34]([C:38](=[O:40])[CH3:39])[C@@H:33]([CH3:41])[CH2:32][NH:31]2, predict the reaction product. The product is: [C:38]([N:34]1[C:35]2[C:30](=[CH:29][C:28]([Br:27])=[CH:37][CH:36]=2)[N:31]([C:10]([O:5][CH:1]2[CH2:4][CH2:3][CH2:2]2)=[O:16])[CH2:32][C@@H:33]1[CH3:41])(=[O:40])[CH3:39]. (5) The product is: [Cl:15][C:16]1[CH:23]=[CH:22][C:19]([CH2:20][N:4]2[CH2:5][CH:6]([O:26][CH3:24])[CH2:7]2)=[CH:18][N:17]=1. Given the reactants Cl.CO[N:4]1[CH2:7][CH2:6][CH2:5]1.C(N(CC)CC)C.[Cl:15][C:16]1[CH:23]=[CH:22][C:19]([CH:20]=O)=[CH:18][N:17]=1.[C:24](O)(=[O:26])C.[Na], predict the reaction product. (6) Given the reactants Cl.[CH3:2][C:3]1[O:7][C:6]([CH:8]2[CH2:13][CH2:12][NH:11][CH2:10][CH2:9]2)=[N:5][N:4]=1.Br[C:15]1[N:20]=[CH:19][CH:18]=[CH:17][N:16]=1.C(=O)([O-])[O-].[K+].[K+], predict the reaction product. The product is: [CH3:2][C:3]1[O:7][C:6]([CH:8]2[CH2:13][CH2:12][N:11]([C:15]3[N:20]=[CH:19][CH:18]=[CH:17][N:16]=3)[CH2:10][CH2:9]2)=[N:5][N:4]=1. (7) Given the reactants [CH3:1][C:2]1([CH3:18])[C:7]2[CH:8]=[C:9]3[C:14](=[CH:15][C:6]=2[C:5]([CH3:17])([CH3:16])[CH2:4][CH2:3]1)[NH:13][CH2:12][CH2:11][CH2:10]3.[H-].[Na+].Br[CH2:22][C:23]1[CH:32]=[CH:31][C:26]([C:27]([O:29][CH3:30])=[O:28])=[CH:25][CH:24]=1, predict the reaction product. The product is: [CH3:30][O:29][C:27](=[O:28])[C:26]1[CH:31]=[CH:32][C:23]([CH2:22][N:13]2[C:14]3[C:9](=[CH:8][C:7]4[C:2]([CH3:18])([CH3:1])[CH2:3][CH2:4][C:5]([CH3:17])([CH3:16])[C:6]=4[CH:15]=3)[CH2:10][CH2:11][CH2:12]2)=[CH:24][CH:25]=1.